Dataset: Forward reaction prediction with 1.9M reactions from USPTO patents (1976-2016). Task: Predict the product of the given reaction. Given the reactants C(O[C:4]([C:6]1[N:7]=[CH:8][C:9]2[C:14]([C:15]=1[OH:16])=[CH:13][CH:12]=[C:11]([O:17][C:18]1[CH:23]=[CH:22][C:21]([Cl:24])=[C:20]([F:25])[CH:19]=1)[CH:10]=2)=[O:5])C.[C:26]([O:30][C:31](=[O:37])[C:32]([CH3:36])([CH3:35])[CH2:33][NH2:34])([CH3:29])([CH3:28])[CH3:27], predict the reaction product. The product is: [C:26]([O:30][C:31](=[O:37])[C:32]([CH3:36])([CH3:35])[CH2:33][NH:34][C:4]([C:6]1[N:7]=[CH:8][C:9]2[C:14]([C:15]=1[OH:16])=[CH:13][CH:12]=[C:11]([O:17][C:18]1[CH:23]=[CH:22][C:21]([Cl:24])=[C:20]([F:25])[CH:19]=1)[CH:10]=2)=[O:5])([CH3:29])([CH3:27])[CH3:28].